This data is from Full USPTO retrosynthesis dataset with 1.9M reactions from patents (1976-2016). The task is: Predict the reactants needed to synthesize the given product. Given the product [CH3:3][CH:2]([C:4]1[N:9]=[C:8]([N:10]([S:12]([CH3:15])(=[O:13])=[O:14])[CH3:11])[N:7]=[C:6]([C:16]2[CH:21]=[CH:20][C:19]([F:22])=[CH:18][CH:17]=2)[C:5]=1/[CH:23]=[CH:24]/[C@@H:25]([OH:33])[CH2:26][C@@H:27]([OH:32])[CH2:28][C:29]([OH:31])=[O:30])[CH3:1], predict the reactants needed to synthesize it. The reactants are: [CH3:1][CH:2]([C:4]1[N:9]=[C:8]([N:10]([S:12]([CH3:15])(=[O:14])=[O:13])[CH3:11])[N:7]=[C:6]([C:16]2[CH:17]=[CH:18][C:19]([F:22])=[CH:20][CH:21]=2)[C:5]=1/[CH:23]=[CH:24]/[C@@H:25]([OH:33])[CH2:26][C@@H:27]([OH:32])[CH2:28][C:29]([OH:31])=[O:30])[CH3:3].C([NH-])CCC.O.C(N)(C)(C)C.